From a dataset of Full USPTO retrosynthesis dataset with 1.9M reactions from patents (1976-2016). Predict the reactants needed to synthesize the given product. (1) The reactants are: Br[C:2]1[CH:3]=[C:4]([NH:10][C:11]2[CH:16]=[CH:15][C:14]([N:17]3[CH2:22][CH2:21][N:20]([CH:23]4[CH2:26][O:25][CH2:24]4)[CH2:19][C@@H:18]3[CH2:27][CH3:28])=[CH:13][N:12]=2)[C:5](=[O:9])[N:6]([CH3:8])[CH:7]=1.[C:29]([O:32][CH2:33][C:34]1[C:39](B2OC(C)(C)C(C)(C)O2)=[CH:38][C:37]([F:49])=[CH:36][C:35]=1[N:50]1[CH2:62][CH2:61][N:53]2[C:54]3[CH2:55][CH2:56][CH2:57][CH2:58][C:59]=3[CH:60]=[C:52]2[C:51]1=[O:63])(=[O:31])[CH3:30].CC([O-])=O.[Na+].[O-]P([O-])([O-])=O.[K+].[K+].[K+]. Given the product [C:29]([O:32][CH2:33][C:34]1[C:35]([N:50]2[CH2:62][CH2:61][N:53]3[C:54]4[CH2:55][CH2:56][CH2:57][CH2:58][C:59]=4[CH:60]=[C:52]3[C:51]2=[O:63])=[CH:36][C:37]([F:49])=[CH:38][C:39]=1[C:2]1[CH:3]=[C:4]([NH:10][C:11]2[CH:16]=[CH:15][C:14]([N:17]3[CH2:22][CH2:21][N:20]([CH:23]4[CH2:26][O:25][CH2:24]4)[CH2:19][C@@H:18]3[CH2:27][CH3:28])=[CH:13][N:12]=2)[C:5](=[O:9])[N:6]([CH3:8])[CH:7]=1)(=[O:31])[CH3:30], predict the reactants needed to synthesize it. (2) Given the product [CH3:22][C:21]1[N:17]([CH2:16][C:15]([N:12]2[CH2:13][CH2:14][CH:9]([C:6]3[S:7][CH:8]=[C:4]([C:3]4[CH:35]=[C:34]([C:28]5[CH:33]=[CH:32][CH:31]=[CH:30][CH:29]=5)[O:1][N:2]=4)[N:5]=3)[CH2:10][CH2:11]2)=[O:27])[N:18]=[C:19]([C:23]([F:26])([F:25])[F:24])[CH:20]=1, predict the reactants needed to synthesize it. The reactants are: [OH:1][N:2]=[CH:3][C:4]1[N:5]=[C:6]([CH:9]2[CH2:14][CH2:13][N:12]([C:15](=[O:27])[CH2:16][N:17]3[C:21]([CH3:22])=[CH:20][C:19]([C:23]([F:26])([F:25])[F:24])=[N:18]3)[CH2:11][CH2:10]2)[S:7][CH:8]=1.[C:28]1([C:34]#[CH:35])[CH:33]=[CH:32][CH:31]=[CH:30][CH:29]=1.Cl[O-].[Na+]. (3) Given the product [Cl:1][C:2]1[CH:7]=[CH:6][C:5]([C:8]2[CH:9]=[C:10]([CH3:18])[C:11]3[N:12]([C:14]([C:23]#[CH:24])=[CH:15][N:16]=3)[CH:13]=2)=[CH:4][CH:3]=1, predict the reactants needed to synthesize it. The reactants are: [Cl:1][C:2]1[CH:7]=[CH:6][C:5]([C:8]2[CH:9]=[C:10]([CH3:18])[C:11]3[N:12]([C:14](I)=[CH:15][N:16]=3)[CH:13]=2)=[CH:4][CH:3]=1.C[Si]([C:23]#[CH:24])(C)C. (4) Given the product [CH3:26][O:25][CH2:24][CH2:23][O:22][CH2:21][CH2:20][NH:19][CH2:15][C:16]([OH:18])=[O:17], predict the reactants needed to synthesize it. The reactants are: FC(F)(F)C(O)=O.C([CH:15]([N:19](C(OC(C)(C)C)=O)[CH2:20][CH2:21][O:22][CH2:23][CH2:24][O:25][CH3:26])[C:16]([O-:18])=[O:17])C1C=CC=CC=1.C(=O)([O-])[O-].[Na+].[Na+].C(C(NCCOCCOC)C([O-])=O)C1C=CC=CC=1.